This data is from Forward reaction prediction with 1.9M reactions from USPTO patents (1976-2016). The task is: Predict the product of the given reaction. (1) Given the reactants Cl.[C:2]([O:5][C:6]1[CH:7]=[C:8]([CH:23]=[CH:24][C:25]=1[CH3:26])[NH:9][C:10]1[C:19]2[C:14](=[CH:15][C:16]([OH:22])=[C:17]([O:20][CH3:21])[CH:18]=2)[N:13]=[CH:12][N:11]=1)(=[O:4])[CH3:3].[I-].[K+].[C:29]([NH:32][C:33]1[S:34][CH:35]=[C:36]([CH2:38]Cl)[N:37]=1)(=[O:31])[CH3:30], predict the reaction product. The product is: [C:29]([NH:32][C:33]1[S:34][CH:35]=[C:36]([CH2:38][O:22][C:16]2[CH:15]=[C:14]3[C:19]([C:10]([NH:9][C:8]4[CH:23]=[CH:24][C:25]([CH3:26])=[C:6]([O:5][C:2](=[O:4])[CH3:3])[CH:7]=4)=[N:11][CH:12]=[N:13]3)=[CH:18][C:17]=2[O:20][CH3:21])[N:37]=1)(=[O:31])[CH3:30]. (2) Given the reactants [F:1][C:2]1[CH:7]=[CH:6][C:5]([C:8]2[C:12]([CH2:13][O:14][C:15]3[CH:23]=[CH:22][C:18]([C:19]([OH:21])=O)=[CH:17][N:16]=3)=[C:11]([CH3:24])[O:10][N:9]=2)=[CH:4][CH:3]=1.[CH:25]12[CH2:31][CH:29]([O:30]1)[CH2:28][NH:27][CH2:26]2, predict the reaction product. The product is: [F:1][C:2]1[CH:3]=[CH:4][C:5]([C:8]2[C:12]([CH2:13][O:14][C:15]3[N:16]=[CH:17][C:18]([C:19]([N:27]4[CH2:26][C@@H:25]5[CH2:31][C@@H:29]([O:30]5)[CH2:28]4)=[O:21])=[CH:22][CH:23]=3)=[C:11]([CH3:24])[O:10][N:9]=2)=[CH:6][CH:7]=1. (3) Given the reactants C(OC(=O)[NH:7][C@H:8]([C:12](=[O:17])[NH:13][O:14][CH2:15][CH3:16])[CH:9]([CH3:11])[CH3:10])(C)(C)C.S(=O)(=O)(O)O, predict the reaction product. The product is: [NH2:7][C@@H:8]([CH:9]([CH3:10])[CH3:11])[C:12]([NH:13][O:14][CH2:15][CH3:16])=[O:17]. (4) The product is: [Si:18]([O:25][CH2:26][C:27]1[CH:28]=[C:29]2[C:34](=[N:35][C:36]=1[CH:37]([O:38][CH3:39])[O:40][CH3:41])[N:33]([C:42]([NH:51][C:52]1[CH:59]=[C:58]([O:60][CH:61]3[CH:66]4[CH2:67][CH2:68][N:63]([CH2:64][CH2:65]4)[CH2:62]3)[C:55]([C:56]#[N:57])=[CH:54][N:53]=1)=[O:43])[CH2:32][CH2:31][CH2:30]2)([C:21]([CH3:23])([CH3:22])[CH3:24])([CH3:20])[CH3:19]. Given the reactants [Li+].C[Si]([N-][Si](C)(C)C)(C)C.CC1CCCCC1.[Si:18]([O:25][CH2:26][C:27]1[CH:28]=[C:29]2[C:34](=[N:35][C:36]=1[CH:37]([O:40][CH3:41])[O:38][CH3:39])[N:33]([C:42](OC1C=CC=CC=1)=[O:43])[CH2:32][CH2:31][CH2:30]2)([C:21]([CH3:24])([CH3:23])[CH3:22])([CH3:20])[CH3:19].[NH2:51][C:52]1[CH:59]=[C:58]([O:60][CH:61]2[CH:66]3[CH2:67][CH2:68][N:63]([CH2:64][CH2:65]3)[CH2:62]2)[C:55]([C:56]#[N:57])=[CH:54][N:53]=1.[NH4+].[Cl-], predict the reaction product. (5) Given the reactants [CH3:1][C:2]1[CH:3]=[C:4]([CH:9]=[CH:10][C:11]=1[CH3:12])[C:5]([O:7][CH3:8])=[O:6].BrN1C(=O)CCC1=O.C(OOC(=O)C1C=CC=CC=1)(=O)C1C=CC=CC=1.C(N(CC)CC)C.[CH3:46][O:47][C:48]1[CH:55]=[CH:54][C:51]([CH2:52][NH2:53])=[CH:50][CH:49]=1, predict the reaction product. The product is: [CH3:46][O:47][C:48]1[CH:55]=[CH:54][C:51]([CH2:52][N:53]2[CH2:1][C:2]3[C:11](=[CH:10][CH:9]=[C:4]([C:5]([O:7][CH3:8])=[O:6])[CH:3]=3)[CH2:12]2)=[CH:50][CH:49]=1. (6) Given the reactants [CH3:1][C@H:2]1[CH2:6][CH2:5][CH2:4][N:3]1[C@H:7]1[CH2:11][CH2:10][N:9]([C:12]2[CH:13]=[C:14]3[C:19](=[CH:20][CH:21]=2)[CH2:18][NH:17][CH2:16][CH2:15]3)[CH2:8]1.Br[C:23]1[CH:28]=[CH:27][C:26]([Cl:29])=[CH:25][N:24]=1, predict the reaction product. The product is: [Cl:29][C:26]1[CH:27]=[CH:28][C:23]([N:17]2[CH2:16][CH2:15][C:14]3[C:19](=[CH:20][CH:21]=[C:12]([N:9]4[CH2:10][CH2:11][C@H:7]([N:3]5[CH2:4][CH2:5][CH2:6][C@@H:2]5[CH3:1])[CH2:8]4)[CH:13]=3)[CH2:18]2)=[N:24][CH:25]=1. (7) Given the reactants C(N(CC)CC)C.Cl.[Cl:9][CH2:10][CH2:11][NH:12][CH2:13][CH2:14][Cl:15].[CH3:16][S:17](Cl)(=[O:19])=[O:18].O, predict the reaction product. The product is: [Cl:9][CH2:10][CH2:11][N:12]([CH2:13][CH2:14][Cl:15])[S:17]([CH3:16])(=[O:19])=[O:18]. (8) Given the reactants C([O:3][C:4]([C:6]1[CH:11]=[C:10]([CH2:12][CH2:13][CH2:14][N:15]([C:17]([O:19][C:20]([CH3:23])([CH3:22])[CH3:21])=[O:18])[CH3:16])[CH:9]=[C:8]([C:24](OCC)=[O:25])[CH:7]=1)=O)C.[H-].[Al+3].[Li+].[H-].[H-].[H-].O.O.O.O.O.O.O.O.O.O.S([O-])([O-])(=O)=O.[Na+].[Na+], predict the reaction product. The product is: [CH3:16][N:15]([C:17]([O:19][C:20]([CH3:23])([CH3:22])[CH3:21])=[O:18])[CH2:14][CH2:13][CH2:12][C:10]1[CH:9]=[C:8]([CH2:24][OH:25])[CH:7]=[C:6]([CH2:4][OH:3])[CH:11]=1.